Dataset: HIV replication inhibition screening data with 41,000+ compounds from the AIDS Antiviral Screen. Task: Binary Classification. Given a drug SMILES string, predict its activity (active/inactive) in a high-throughput screening assay against a specified biological target. The molecule is CCOC(=O)c1ccc(Nc2cnc3ccc(C(F)(F)F)cc3n2)cc1. The result is 0 (inactive).